Dataset: Catalyst prediction with 721,799 reactions and 888 catalyst types from USPTO. Task: Predict which catalyst facilitates the given reaction. (1) Reactant: [CH3:1][CH:2]([CH3:6])[CH2:3][CH2:4][OH:5].[C:20]1(P([C:20]2[CH:25]=[CH:24][CH:23]=[CH:22][CH:21]=2)[C:20]2[CH:25]=[CH:24][CH:23]=[CH:22][CH:21]=2)[CH:25]=[CH:24][CH:23]=[CH:22][CH:21]=1.[CH3:37][CH2:36][O:35][C:33](/N=N/[C:33]([O:35][CH2:36][CH3:37])=[O:34])=[O:34]. Product: [CH2:36]([O:35][C:33](=[O:34])[C:20]1[CH:21]=[CH:22][C:23]([O:5][CH2:4][CH2:3][CH:2]([CH3:6])[CH3:1])=[CH:24][CH:25]=1)[C:37]1[CH:24]=[CH:25][CH:20]=[CH:21][CH:22]=1. The catalyst class is: 1. (2) Reactant: [C:1]([C:3]1[C:8]2[S:9][CH:10]=[CH:11][C:7]=2[C:6]([NH:12][C@H:13]([C@@H:17]([OH:19])[CH3:18])[C:14]([OH:16])=O)=[CH:5][CH:4]=1)#[N:2].[F:20][C:21]1[CH:30]=[CH:29][C:24]([C:25]([NH:27][NH2:28])=[O:26])=[CH:23][CH:22]=1.C1C=CC2N(O)N=NC=2C=1.C(Cl)CCl.CCN(CC)CC. Product: [C:1]([C:3]1[C:8]2[S:9][CH:10]=[CH:11][C:7]=2[C:6]([NH:12][C@H:13]([C@@H:17]([OH:19])[CH3:18])[C:14]([NH:28][NH:27][C:25](=[O:26])[C:24]2[CH:23]=[CH:22][C:21]([F:20])=[CH:30][CH:29]=2)=[O:16])=[CH:5][CH:4]=1)#[N:2]. The catalyst class is: 118. (3) Reactant: [C:1]([C:5]1[N:9]([CH2:10][CH:11]2[CH2:16][CH2:15][C:14]([F:18])([F:17])[CH2:13][CH2:12]2)[C:8]2[CH:19]=[CH:20][C:21]([S:23](Cl)(=[O:25])=[O:24])=[CH:22][C:7]=2[N:6]=1)([CH3:4])([CH3:3])[CH3:2].[NH:27]1[CH2:30][CH:29]([NH:31][C:32](=[O:38])[O:33][C:34]([CH3:37])([CH3:36])[CH3:35])[CH2:28]1. The catalyst class is: 649. Product: [C:34]([O:33][C:32](=[O:38])[NH:31][CH:29]1[CH2:30][N:27]([S:23]([C:21]2[CH:20]=[CH:19][C:8]3[N:9]([CH2:10][CH:11]4[CH2:16][CH2:15][C:14]([F:18])([F:17])[CH2:13][CH2:12]4)[C:5]([C:1]([CH3:4])([CH3:3])[CH3:2])=[N:6][C:7]=3[CH:22]=2)(=[O:25])=[O:24])[CH2:28]1)([CH3:37])([CH3:35])[CH3:36]. (4) Reactant: [CH:1]1[CH:6]=[C:5]2[C:7]([NH:9][C:10](=[O:11])[C:4]2=[CH:3][CH:2]=1)=[O:8].[O:12]1[C@@H:14]([CH2:15][CH3:16])[CH2:13]1. Product: [OH:12][C@@H:14]([CH2:15][CH3:16])[CH2:13][N:9]1[C:7](=[O:8])[C:5]2[C:4](=[CH:3][CH:2]=[CH:1][CH:6]=2)[C:10]1=[O:11]. The catalyst class is: 18. (5) Reactant: [F:1][C:2]1[CH:7]=[CH:6][CH:5]=[CH:4][C:3]=1[CH:8]([C:20]1[CH:25]=[CH:24][CH:23]=[CH:22][C:21]=1[F:26])[N:9]1[CH:14]=[CH:13][CH:12]=[C:11]([C:15]([O:17]C)=[O:16])[C:10]1=[O:19]. Product: [F:1][C:2]1[CH:7]=[CH:6][CH:5]=[CH:4][C:3]=1[CH:8]([C:20]1[CH:25]=[CH:24][CH:23]=[CH:22][C:21]=1[F:26])[N:9]1[CH:14]=[CH:13][CH:12]=[C:11]([C:15]([OH:17])=[O:16])[C:10]1=[O:19]. The catalyst class is: 562. (6) Reactant: [CH:1]([C:4]1[CH:9]=[CH:8][CH:7]=[CH:6][C:5]=1[N:10]=[C:11]1[N:16]=[CH:15][C:14]([CH3:18])([CH3:17])[CH2:13][S:12]1)([CH3:3])[CH3:2].[F:19][C:20]([F:29])([F:28])[C:21]1[CH:22]=[CH:23][C:24](Cl)=[N:25][CH:26]=1.[H-].[Na+].O. Product: [CH:1]([C:4]1[CH:9]=[CH:8][CH:7]=[CH:6][C:5]=1[N:10]=[C:11]1[N:16]([C:24]2[CH:23]=[CH:22][C:21]([C:20]([F:29])([F:28])[F:19])=[CH:26][N:25]=2)[CH2:15][C:14]([CH3:18])([CH3:17])[CH2:13][S:12]1)([CH3:3])[CH3:2]. The catalyst class is: 9.